Dataset: hERG channel blocking data for cardiac toxicity assessment. Task: Regression/Classification. Given a drug SMILES string, predict its toxicity properties. Task type varies by dataset: regression for continuous values (e.g., LD50, hERG inhibition percentage) or binary classification for toxic/non-toxic outcomes (e.g., AMES mutagenicity, cardiotoxicity, hepatotoxicity). Dataset: herg. (1) The drug is O=c1c(O)c(-c2ccc(O)cc2O)oc2cc(O)cc(O)c12. The result is 0 (non-blocker). (2) The molecule is CS(=O)(=O)Nc1ccc2c(c1)[C@H](O)CC1(CC[NH+]([C@@H]3CCc4cc(C#N)ccc4C3)CC1)O2. The result is 1 (blocker). (3) The molecule is C[NH+](C)CCOC(c1ccccc1)c1ccccc1. The result is 1 (blocker).